Dataset: Experimentally validated miRNA-target interactions with 360,000+ pairs, plus equal number of negative samples. Task: Binary Classification. Given a miRNA mature sequence and a target amino acid sequence, predict their likelihood of interaction. The miRNA is mmu-miR-3095-3p with sequence UGGACACUGGAGAGAGAGCUUUU. The protein sequence of the target gene is MEDMLSFWDVAIYFSAEEWECLGPAQWKLYRDVMLENYSNLVFLGLASSKPYLVTFLEQIQEPSDVKRQAAITVHPGGKCYTCKECGKGFEHKKVYQNHRRIHLRVKSYKCEECGKSFRFPSLLSAHKRNHTGQKPYNCEICSKAFHVPSLLSVHKRIHRVQKPYKSEDYGKTLHCPSLLSQHKIVHTGEKPYQCEDLGKAFRYPSRLSNHKKIHTGEKPHKCEVCGKAFDYPSRLSNHKRIHTGEKPYKCEVCGKAFHDPSKLSQHKIIHTGEKPYKCEVCGKTFHYPSILSKHKIIHT.... Result: 0 (no interaction).